From a dataset of NCI-60 drug combinations with 297,098 pairs across 59 cell lines. Regression. Given two drug SMILES strings and cell line genomic features, predict the synergy score measuring deviation from expected non-interaction effect. (1) Drug 1: CC1=C(C=C(C=C1)C(=O)NC2=CC(=CC(=C2)C(F)(F)F)N3C=C(N=C3)C)NC4=NC=CC(=N4)C5=CN=CC=C5. Drug 2: C#CCC(CC1=CN=C2C(=N1)C(=NC(=N2)N)N)C3=CC=C(C=C3)C(=O)NC(CCC(=O)O)C(=O)O. Cell line: HT29. Synergy scores: CSS=77.4, Synergy_ZIP=9.77, Synergy_Bliss=6.61, Synergy_Loewe=-2.93, Synergy_HSA=8.68. (2) Drug 1: CC1=C(C=C(C=C1)NC(=O)C2=CC=C(C=C2)CN3CCN(CC3)C)NC4=NC=CC(=N4)C5=CN=CC=C5. Drug 2: C1CN(P(=O)(OC1)NCCCl)CCCl. Cell line: NCI-H226. Synergy scores: CSS=-4.43, Synergy_ZIP=2.69, Synergy_Bliss=1.27, Synergy_Loewe=-4.54, Synergy_HSA=-4.43.